From a dataset of M1 muscarinic receptor antagonist screen with 61,756 compounds. Binary Classification. Given a drug SMILES string, predict its activity (active/inactive) in a high-throughput screening assay against a specified biological target. (1) The compound is O=C(N(C(C)C)c1ccccc1)CN(c1nc(N(C)C)nc(n1)N(C)C)C#N. The result is 0 (inactive). (2) The molecule is Clc1ccc(CSc2[nH]c3CCCc3c(=O)n2)cc1. The result is 0 (inactive). (3) The molecule is S(CC(=O)c1c(n(Cc2ccccc2)c(=O)n(c1=O)C)N)c1n(c(nn1)c1c(occ1)C)C. The result is 0 (inactive). (4) The drug is O(c1c(NC(=O)c2nnn(Cc3ccccc3)c2NC(=O)C)cccc1)C. The result is 0 (inactive).